From a dataset of Reaction yield outcomes from USPTO patents with 853,638 reactions. Predict the reaction yield, written as a fraction of the theoretical maximum amount of product (1.0 means a 100% yield; for example, 0.34 means a 34% yield). (1) The reactants are C(OC([N:8]1[CH2:13][CH2:12][N:11]([C:14]([C:16]2[C:17]3[CH:18]=[CH:19][CH:20]=[N:21][C:22]=3[C:23]([O:38]C(C3C=CC=CC=3)C3C=CC=CC=3)=[C:24]3[C:28](=[O:29])[N:27]([CH2:30][C:31]4[CH:36]=[CH:35][C:34]([F:37])=[CH:33][CH:32]=4)[CH2:26][C:25]=23)=[O:15])[CH2:10][CH2:9]1)=O)(C)(C)C.C([SiH](CC)CC)C.FC(F)(F)C(O)=O. The catalyst is ClCCl. The product is [F:37][C:34]1[CH:35]=[CH:36][C:31]([CH2:30][N:27]2[C:28](=[O:29])[C:24]3[C:23]([OH:38])=[C:22]4[C:17]([CH:18]=[CH:19][CH:20]=[N:21]4)=[C:16]([C:14]([N:11]4[CH2:12][CH2:13][NH:8][CH2:9][CH2:10]4)=[O:15])[C:25]=3[CH2:26]2)=[CH:32][CH:33]=1. The yield is 1.00. (2) The reactants are [CH3:1][O:2][C:3]1[CH:4]=[C:5]2[C:10](=[CH:11][CH:12]=1)[C:9](=O)[NH:8][CH2:7][CH2:6]2.C[Si](C)(C)[N-][Si](C)(C)C.[K+].Br[CH2:25][C:26]([O:28][CH2:29][CH3:30])=[O:27]. The catalyst is C1COCC1. The product is [CH2:29]([O:28][C:26](=[O:27])[CH2:25][N:8]1[CH2:7][CH2:6][C:5]2[C:10](=[CH:11][CH:12]=[C:3]([O:2][CH3:1])[CH:4]=2)[CH2:9]1)[CH3:30]. The yield is 0.860. (3) The reactants are [Br:1][C:2]1[CH:3]=[C:4]([C:8]#[C:9][CH2:10][CH2:11][CH2:12][OH:13])[CH:5]=[CH:6][CH:7]=1.[H][H]. The catalyst is [Pt]=O. The product is [Br:1][C:2]1[CH:3]=[C:4]([CH2:8][CH2:9][CH2:10][CH2:11][CH2:12][OH:13])[CH:5]=[CH:6][CH:7]=1. The yield is 0.740. (4) The reactants are [F:1][C:2]1[CH:34]=[C:33]([F:35])[CH:32]=[CH:31][C:3]=1[O:4][C:5]1[CH:11]=[CH:10][C:8]([NH2:9])=[CH:7][C:6]=1[C:12]1[C:20]2[C:15](=[C:16]([O:28][CH3:29])[N:17]=[C:18]([CH2:21][N:22]3[CH2:27][CH2:26][O:25][CH2:24][CH2:23]3)[CH:19]=2)[N:14]([CH3:30])[CH:13]=1.C(N(C(C)C)CC)(C)C.[CH2:45]([S:47](Cl)(=[O:49])=[O:48])[CH3:46].[OH-].[Na+].[Cl-].[NH4+]. The catalyst is ClCCl. The product is [F:1][C:2]1[CH:34]=[C:33]([F:35])[CH:32]=[CH:31][C:3]=1[O:4][C:5]1[CH:11]=[CH:10][C:8]([NH:9][S:47]([CH2:45][CH3:46])(=[O:49])=[O:48])=[CH:7][C:6]=1[C:12]1[C:20]2[C:15](=[C:16]([O:28][CH3:29])[N:17]=[C:18]([CH2:21][N:22]3[CH2:23][CH2:24][O:25][CH2:26][CH2:27]3)[CH:19]=2)[N:14]([CH3:30])[CH:13]=1. The yield is 0.160. (5) The reactants are [CH3:1][C:2]1[N:7]=[C:6]([C:8]2[NH:12][C:11]([CH2:13][C:14]3[CH:15]=[C:16]([CH:21]=[CH:22][CH:23]=3)[C:17]([O:19]C)=O)=[N:10][C:9]=2[C:24]2[CH:25]=[C:26]3[C:31](=[CH:32][CH:33]=2)[N:30]=[CH:29][CH:28]=[CH:27]3)[CH:5]=[CH:4][CH:3]=1.Cl.C(Cl)Cl.[NH2:38][OH:39]. The catalyst is CO. The product is [OH:39][NH:38][C:17](=[O:19])[C:16]1[CH:21]=[CH:22][CH:23]=[C:14]([CH2:13][C:11]2[NH:12][C:8]([C:6]3[CH:5]=[CH:4][CH:3]=[C:2]([CH3:1])[N:7]=3)=[C:9]([C:24]3[CH:25]=[C:26]4[C:31](=[CH:32][CH:33]=3)[N:30]=[CH:29][CH:28]=[CH:27]4)[N:10]=2)[CH:15]=1. The yield is 0.380. (6) The reactants are [CH3:1][O:2][C:3]([C:5]1[C:10]([C:11]([O:13][CH3:14])=[O:12])=[CH:9][CH:8]=[C:7](Cl)[N:6]=1)=[O:4].[Br:16][C:17]1[CH:24]=[CH:23][C:22]([OH:25])=[CH:21][C:18]=1[CH:19]=[O:20].C(=O)([O-])[O-].[Cs+].[Cs+]. The catalyst is CN(C=O)C. The product is [CH3:1][O:2][C:3]([C:5]1[C:10]([C:11]([O:13][CH3:14])=[O:12])=[CH:9][CH:8]=[C:7]([O:25][C:22]2[CH:23]=[CH:24][C:17]([Br:16])=[C:18]([CH:19]=[O:20])[CH:21]=2)[N:6]=1)=[O:4]. The yield is 0.150. (7) The reactants are [C:1]1([NH:7][C:8]([NH2:10])=[O:9])[CH:6]=[CH:5][CH:4]=[CH:3][CH:2]=1.Cl[C:12]([S:14]Cl)=[O:13]. The catalyst is C1COCC1. The product is [C:1]1([N:7]2[C:8](=[O:9])[NH:10][C:12](=[O:13])[S:14]2)[CH:6]=[CH:5][CH:4]=[CH:3][CH:2]=1. The yield is 0.200. (8) The reactants are [C:1]1([C:7]#[C:8][CH:9]=[N:10][OH:11])[CH:6]=[CH:5][CH:4]=[CH:3][CH:2]=1.[Cl:12]C1C=C(C#CC=O)C=CC=1. No catalyst specified. The product is [Cl:12][C:3]1[CH:2]=[C:1]([C:7]#[C:8][CH:9]=[N:10][OH:11])[CH:6]=[CH:5][CH:4]=1. The yield is 0.964. (9) The product is [Br:7][C:8]1[CH:13]=[CH:12][C:11]([N:1]2[CH2:6][CH2:5][O:4][CH2:3][CH2:2]2)=[CH:10][CH:9]=1. The yield is 0.270. The catalyst is O.C1C=CC(/C=C/C(/C=C/C2C=CC=CC=2)=O)=CC=1.C1C=CC(/C=C/C(/C=C/C2C=CC=CC=2)=O)=CC=1.C1C=CC(/C=C/C(/C=C/C2C=CC=CC=2)=O)=CC=1.[Pd].[Pd].O1CCOCC1. The reactants are [NH:1]1[CH2:6][CH2:5][O:4][CH2:3][CH2:2]1.[Br:7][C:8]1[CH:13]=[CH:12][C:11](Br)=[CH:10][CH:9]=1.C([O-])([O-])=O.[Cs+].[Cs+].C(P(C(C)(C)C)C1C=CC=CC=1C1C=CC=CC=1)(C)(C)C.